From a dataset of Reaction yield outcomes from USPTO patents with 853,638 reactions. Predict the reaction yield, written as a fraction of the theoretical maximum amount of product (1.0 means a 100% yield; for example, 0.34 means a 34% yield). (1) The reactants are [NH2:1][C@:2]12[CH2:38][CH2:37][C@@H:36]([C:39]([CH3:41])=[CH2:40])[C@@H:3]1[C@@H:4]1[C@@:17]([CH3:20])([CH2:18][CH2:19]2)[C@@:16]2([CH3:21])[C@@H:7]([C@:8]3([CH3:35])[C@@H:13]([CH2:14][CH2:15]2)[C:12]([CH3:23])([CH3:22])[C:11]([C:24]2[CH2:29][CH2:28][CH:27]([C:30]([O:32][CH2:33][CH3:34])=[O:31])[CH2:26][CH:25]=2)=[CH:10][CH2:9]3)[CH2:6][CH2:5]1.C(O)(=O)C. The catalyst is C(O)C.O1CCOCC1.[Pd]. The product is [NH2:1][C@:2]12[CH2:38][CH2:37][C@@H:36]([CH:39]([CH3:40])[CH3:41])[C@@H:3]1[C@@H:4]1[C@@:17]([CH3:20])([CH2:18][CH2:19]2)[C@@:16]2([CH3:21])[C@@H:7]([C@:8]3([CH3:35])[C@@H:13]([CH2:14][CH2:15]2)[C:12]([CH3:22])([CH3:23])[C:11]([C:24]2[CH2:29][CH2:28][CH:27]([C:30]([O:32][CH2:33][CH3:34])=[O:31])[CH2:26][CH:25]=2)=[CH:10][CH2:9]3)[CH2:6][CH2:5]1. The yield is 1.00. (2) The reactants are C(=O)([O-])[O-].[Cs+].[Cs+].[C:7]1([CH3:14])[C:12]([OH:13])=[CH:11][CH:10]=[CH:9][CH:8]=1.Br[CH:16]([CH3:22])[C:17]([O:19][CH2:20][CH3:21])=[O:18]. The catalyst is CN(C=O)C.C(OCC)C. The yield is 1.00. The product is [CH2:20]([O:19][C:17](=[O:18])[CH:16]([O:13][C:12]1[CH:11]=[CH:10][CH:9]=[CH:8][C:7]=1[CH3:14])[CH3:22])[CH3:21]. (3) The product is [Br:25][C:23]1[CH:24]=[C:19]([NH:15][C:12]2[CH:13]=[CH:14][C:9]([N:5]3[CH2:6][CH2:7][CH2:8][N:2]([CH3:1])[CH2:3][CH2:4]3)=[CH:10][N:11]=2)[C:20](=[O:27])[N:21]([CH3:26])[CH:22]=1. The catalyst is C1C=CC(/C=C/C(/C=C/C2C=CC=CC=2)=O)=CC=1.C1C=CC(/C=C/C(/C=C/C2C=CC=CC=2)=O)=CC=1.C1C=CC(/C=C/C(/C=C/C2C=CC=CC=2)=O)=CC=1.[Pd].[Pd]. The yield is 0.500. The reactants are [CH3:1][N:2]1[CH2:8][CH2:7][CH2:6][N:5]([C:9]2[CH:10]=[N:11][C:12]([N+:15]([O-])=O)=[CH:13][CH:14]=2)[CH2:4][CH2:3]1.Br[C:19]1[C:20](=[O:27])[N:21]([CH3:26])[CH:22]=[C:23]([Br:25])[CH:24]=1.C(=O)([O-])[O-].[Cs+].[Cs+].CC1(C)C2C(=C(P(C3C=CC=CC=3)C3C=CC=CC=3)C=CC=2)OC2C(P(C3C=CC=CC=3)C3C=CC=CC=3)=CC=CC1=2. (4) The reactants are [C:1]([C:3]1[CH:4]=[C:5]([S:10]C(=O)N(CC)CC)[CH:6]=[C:7]([CH3:9])[CH:8]=1)#[N:2].[OH-].[Na+]. The product is [C:1]([C:3]1[CH:4]=[C:5]([SH:10])[CH:6]=[C:7]([CH3:9])[CH:8]=1)#[N:2]. The catalyst is CO. The yield is 0.840.